Dataset: Experimentally validated miRNA-target interactions with 360,000+ pairs, plus equal number of negative samples. Task: Binary Classification. Given a miRNA mature sequence and a target amino acid sequence, predict their likelihood of interaction. (1) The miRNA is mmu-miR-700-3p with sequence CACGCGGGAACCGAGUCCACC. The protein sequence of the target gene is MAVTSHHMVPVFVLMSACLATAGPEPSTRCELSPISASHPVQALMESFTVLSGCASRGTTGLPREVHILNLRSTDQGLGQPQREVTLHLNPIASVHTHHKPVVFLLNSPQPLVWHVKTERLAAGVPRLFLVSEGSVVQFSSGNFSLTAETEERSFPQENEHLLHWAQKEYGAVTSFTELKIARNIYIKVGEDQVFPPTCNIGKNFLSLNYLAEYLQPKAAEGCVLASQPHEKEVHIIELISPNSNPYSTFQVDIIIDIRPAREDPEVVKNLVLILKCKKSVNWVIKSFDVKGNLKVIAPD.... Result: 0 (no interaction). (2) The miRNA is mmu-miR-1912-3p with sequence CACAGAACAUGCAGUGAGAACU. The protein sequence of the target gene is MAAAAGAPPPGPPQPPPPPPPEESSDSEPEAEPGSPQKLIRKVSTSGQIRQKTILKEGMLTKQNNSFQRSKRRYFKLRGRTLYYAKTAKSIIFDEVDLTDASVAESSTKNVNNSFTVITPCRKLILCADNRKEMEDWIAALKTVQNKEHFEPTQYSMDHFSGMHNWYACSHARPTYCNVCREVLSGVTSHGLSCEVCKFKAHKRCAVRATSNCKWTTLASIGKDIIEDEDGIAMPHQWLEGNLPVSAKCIVCDKTCGSVLRLQDWRCLWCKAMVHTSCKESLVMKCPLGLCKVSVIPPTA.... Result: 0 (no interaction). (3) The miRNA is hsa-miR-4703-5p with sequence UAGCAAUACAGUACAAAUAUAGU. Result: 0 (no interaction). The protein sequence of the target gene is MLDGPLFSEGPDSPRELQDEESGSCLWVQKSKLLVIEVKTISCHYSRRAPSRQSMDIQASYWARGPQSRTCRLRPGSPEPPPRRPWASRVLQEATNWRAGPPAEVRAREQEKRKAASQEREAKETERKRRKAGGARRSPLGQPRPEPRNALRAAQPTGFPVFSRPERFGQVGRAPRPSVLPQGDPGVAWAGPWGGRRPGPPSYEAHLLLRGSAGTAPRRRWDRPPPYVAPPSYEGPHRTLGTKRGPELSRAPTSSAPVPATTRTEGGRTKKRLDPRIYRDVLGAWGLRQGRGLLGGAPGC....